From a dataset of NCI-60 drug combinations with 297,098 pairs across 59 cell lines. Regression. Given two drug SMILES strings and cell line genomic features, predict the synergy score measuring deviation from expected non-interaction effect. (1) Cell line: SR. Drug 1: C1=CC(=CC=C1CCC2=CNC3=C2C(=O)NC(=N3)N)C(=O)NC(CCC(=O)O)C(=O)O. Drug 2: CC(CN1CC(=O)NC(=O)C1)N2CC(=O)NC(=O)C2. Synergy scores: CSS=74.9, Synergy_ZIP=0.977, Synergy_Bliss=0.712, Synergy_Loewe=4.19, Synergy_HSA=6.92. (2) Drug 1: CCCS(=O)(=O)NC1=C(C(=C(C=C1)F)C(=O)C2=CNC3=C2C=C(C=N3)C4=CC=C(C=C4)Cl)F. Drug 2: C1CC(C1)(C(=O)O)C(=O)O.[NH2-].[NH2-].[Pt+2]. Cell line: CAKI-1. Synergy scores: CSS=36.7, Synergy_ZIP=-0.914, Synergy_Bliss=1.14, Synergy_Loewe=3.16, Synergy_HSA=3.56. (3) Drug 1: CS(=O)(=O)CCNCC1=CC=C(O1)C2=CC3=C(C=C2)N=CN=C3NC4=CC(=C(C=C4)OCC5=CC(=CC=C5)F)Cl. Drug 2: C1=CN(C=N1)CC(O)(P(=O)(O)O)P(=O)(O)O. Cell line: K-562. Synergy scores: CSS=-12.1, Synergy_ZIP=6.40, Synergy_Bliss=-3.94, Synergy_Loewe=-16.2, Synergy_HSA=-17.2.